Predict the reactants needed to synthesize the given product. From a dataset of Full USPTO retrosynthesis dataset with 1.9M reactions from patents (1976-2016). (1) Given the product [Br:1][C:2]1[C:3]([O:25][CH2:24][CH2:23][OH:26])=[N:4][CH:5]=[C:6]([CH:21]=1)[C:7]([NH:9][C:10]1[CH:15]=[CH:14][C:13]([O:16][C:17]([F:20])([F:19])[F:18])=[CH:12][CH:11]=1)=[O:8], predict the reactants needed to synthesize it. The reactants are: [Br:1][C:2]1[C:3](Cl)=[N:4][CH:5]=[C:6]([CH:21]=1)[C:7]([NH:9][C:10]1[CH:15]=[CH:14][C:13]([O:16][C:17]([F:20])([F:19])[F:18])=[CH:12][CH:11]=1)=[O:8].[CH2:23]([OH:26])[CH2:24][OH:25].C([O-])([O-])=O.[K+].[K+]. (2) Given the product [Cl:17][C:4]1[CH:3]=[C:2]([C:25]2[CH:24]=[CH:23][C:22]3[O:18][CH2:19][CH2:20][C:21]=3[CH:26]=2)[C:10]2[N:9]3[CH2:11][CH2:12][NH:13][C:14](=[O:15])[C:8]3=[C:7]([CH3:16])[C:6]=2[CH:5]=1, predict the reactants needed to synthesize it. The reactants are: Br[C:2]1[C:10]2[N:9]3[CH2:11][CH2:12][NH:13][C:14](=[O:15])[C:8]3=[C:7]([CH3:16])[C:6]=2[CH:5]=[C:4]([Cl:17])[CH:3]=1.[O:18]1[C:22]2[CH:23]=[CH:24][C:25](B(O)O)=[CH:26][C:21]=2[CH2:20][CH2:19]1. (3) Given the product [Cl:23][C:24]1[CH:32]=[C:31]([F:33])[CH:30]=[CH:29][C:25]=1[C:26]([N:9]1[CH2:8][CH2:7][N:6]2[CH:11]=[C:3]([C:2]([F:12])([F:1])[F:13])[N:4]=[C:5]2[CH2:10]1)=[O:27], predict the reactants needed to synthesize it. The reactants are: [F:1][C:2]([F:13])([F:12])[C:3]1[N:4]=[C:5]2[CH2:10][NH:9][CH2:8][CH2:7][N:6]2[CH:11]=1.CCN(C(C)C)C(C)C.[Cl:23][C:24]1[CH:32]=[C:31]([F:33])[CH:30]=[CH:29][C:25]=1[C:26](Cl)=[O:27].